This data is from Forward reaction prediction with 1.9M reactions from USPTO patents (1976-2016). The task is: Predict the product of the given reaction. (1) Given the reactants Cl[C:2]1[N:7]=[C:6]([NH2:8])[C:5]([N+:9]([O-:11])=[O:10])=[CH:4][N:3]=1.[CH3:12][NH2:13], predict the reaction product. The product is: [CH3:12][NH:13][C:2]1[N:7]=[C:6]([NH2:8])[C:5]([N+:9]([O-:11])=[O:10])=[CH:4][N:3]=1. (2) Given the reactants [O:1]1[C:5]([C:6](=[S:8])[NH2:7])=[CH:4][N:3]=[CH:2]1.Br[CH2:10][C:11](=O)[C:12]([O:14][CH2:15][CH3:16])=[O:13], predict the reaction product. The product is: [O:1]1[C:5]([C:6]2[S:8][CH:10]=[C:11]([C:12]([O:14][CH2:15][CH3:16])=[O:13])[N:7]=2)=[CH:4][N:3]=[CH:2]1.